This data is from Full USPTO retrosynthesis dataset with 1.9M reactions from patents (1976-2016). The task is: Predict the reactants needed to synthesize the given product. (1) Given the product [CH3:1][O:2][C:3](=[O:37])[C:4]([C:16]1[CH:21]=[CH:20][C:19]([O:22][C:23]2[CH:28]=[CH:27][C:26]([CH2:29][CH:30]3[S:34][C:33](=[O:35])[NH:32][C:31]3=[O:36])=[CH:25][CH:24]=2)=[CH:18][CH:17]=1)=[CH:5][C:6]1[CH:11]=[C:10]([O:12][CH3:13])[CH:9]=[C:8]([O:14][CH3:15])[CH:7]=1, predict the reactants needed to synthesize it. The reactants are: [CH3:1][O:2][C:3](=[O:37])[C:4]([C:16]1[CH:21]=[CH:20][C:19]([O:22][C:23]2[CH:28]=[CH:27][C:26]([CH:29]=[C:30]3[S:34][C:33](=[O:35])[NH:32][C:31]3=[O:36])=[CH:25][CH:24]=2)=[CH:18][CH:17]=1)=[CH:5][C:6]1[CH:11]=[C:10]([O:12][CH3:13])[CH:9]=[C:8]([O:14][CH3:15])[CH:7]=1.C([O-])=O.[NH4+].O=O. (2) Given the product [CH3:8][N:7]1[C:3]([CH2:2][C:30]#[N:32])=[CH:4][C:5]([C:9]2[CH:14]=[CH:13][C:12]([C:15]([F:18])([F:17])[F:16])=[CH:11][CH:10]=2)=[N:6]1, predict the reactants needed to synthesize it. The reactants are: Cl[CH2:2][C:3]1[N:7]([CH3:8])[N:6]=[C:5]([C:9]2[CH:14]=[CH:13][C:12]([C:15]([F:18])([F:17])[F:16])=[CH:11][CH:10]=2)[CH:4]=1.C(=O)(O)[O-].[Na+].C(OCC)(=O)C.[C:30](#[N:32])C. (3) Given the product [NH:31]1[CH2:36][CH2:35][CH:34]([CH2:37][C:38]([OH:40])=[O:39])[CH2:33][CH2:32]1, predict the reactants needed to synthesize it. The reactants are: C(C1C=CC(C2C=CC=CC=2C(O)=O)=CC=1)(C)(C)C.S(Cl)(Cl)=O.NC1C=CC([N:31]2[CH2:36][CH2:35][CH:34]([CH:37](C3C=CC=CC=3)[C:38]([O:40]C)=[O:39])[CH2:33][CH2:32]2)=CC=1.CCN(C(C)C)C(C)C.